This data is from Catalyst prediction with 721,799 reactions and 888 catalyst types from USPTO. The task is: Predict which catalyst facilitates the given reaction. (1) Reactant: [NH2:1][C:2]1[C:3]([C:20]2[O:24][C:23]([NH:25][C:26]([C@@H:28]3[CH2:33][CH2:32][CH2:31][CH2:30][N:29]3C(OCC3C=CC=CC=3)=O)=[O:27])=[N:22][N:21]=2)=[N:4][C:5]([C:8]2[CH:13]=[CH:12][C:11]([S:14]([CH:17]([CH3:19])[CH3:18])(=[O:16])=[O:15])=[CH:10][CH:9]=2)=[CH:6][N:7]=1.CCOC(C)=O. Product: [NH2:1][C:2]1[C:3]([C:20]2[O:24][C:23]([NH:25][C:26]([C@@H:28]3[CH2:33][CH2:32][CH2:31][CH2:30][NH:29]3)=[O:27])=[N:22][N:21]=2)=[N:4][C:5]([C:8]2[CH:13]=[CH:12][C:11]([S:14]([CH:17]([CH3:18])[CH3:19])(=[O:15])=[O:16])=[CH:10][CH:9]=2)=[CH:6][N:7]=1. The catalyst class is: 19. (2) Reactant: [CH3:1][O:2][C:3]1[N:8]=[C:7]([NH2:9])[CH:6]=[CH:5][C:4]=1[C:10]([CH3:12])=[CH2:11].[H][H]. Product: [CH:10]([C:4]1[CH:5]=[CH:6][C:7]([NH2:9])=[N:8][C:3]=1[O:2][CH3:1])([CH3:12])[CH3:11]. The catalyst class is: 19. (3) Reactant: C1(P(C2C=CC=CC=2)C2C=CC=CC=2)C=CC=CC=1.[C:20]1(=[O:30])[NH:24][C:23](=[O:25])[C:22]2=[CH:26][CH:27]=[CH:28][CH:29]=[C:21]12.N([C:33]([O:35][CH2:36][CH3:37])=O)=N[C:33]([O:35][CH2:36][CH3:37])=O.C1O[C@H]1CO. Product: [O:35]1[CH2:33][C@@H:36]1[CH2:37][N:24]1[C:20](=[O:30])[C:21]2=[CH:29][CH:28]=[CH:27][CH:26]=[C:22]2[C:23]1=[O:25]. The catalyst class is: 1. (4) Reactant: C[Si]([N-][Si](C)(C)C)(C)C.[Li+].[Cl:11][C:12]1[CH:17]=[CH:16][C:15]([C@H:18]2[C@@H:23]([C:24]3[CH:29]=[CH:28][C:27]([Cl:30])=[CH:26][CH:25]=3)[N:22]([C@H:31]([CH2:37][CH2:38][CH3:39])[C:32]([O:34][CH2:35][CH3:36])=[O:33])[C:21](=[O:40])[CH2:20][O:19]2)=[CH:14][CH:13]=1.Br[CH2:42][C:43]1[CH:48]=[CH:47][C:46]([F:49])=[CH:45][CH:44]=1. Product: [F:49][C:46]1[CH:47]=[CH:48][C:43]([CH2:42][C@H:20]2[C:21](=[O:40])[N:22]([C@H:31]([CH2:37][CH2:38][CH3:39])[C:32]([O:34][CH2:35][CH3:36])=[O:33])[C@H:23]([C:24]3[CH:29]=[CH:28][C:27]([Cl:30])=[CH:26][CH:25]=3)[C@H:18]([C:15]3[CH:16]=[CH:17][C:12]([Cl:11])=[CH:13][CH:14]=3)[O:19]2)=[CH:44][CH:45]=1. The catalyst class is: 1.